From a dataset of Drug-target binding data from BindingDB using IC50 measurements. Regression. Given a target protein amino acid sequence and a drug SMILES string, predict the binding affinity score between them. We predict pIC50 (pIC50 = -log10(IC50 in M); higher means more potent). Dataset: bindingdb_ic50. (1) The drug is CN(C)c1ccc(C(=O)N2CCN3C(=O)N(OC(=O)N4CCC(CCc5ccc(Cl)cc5)CC4)C(=O)C3C2)cc1. The target protein (Q96IZ2) has sequence MTKTSTCIYHFLVLSWYTFLNYYISQEGKDEVKPKILANGARWKYMTLLNLLLQTIFYGVTCLDDVLKRTKGGKDIKFLTAFRDLLFTTLAFPVSTFVFLAFWILFLYNRDLIYPKVLDTVIPVWLNHAMHTFIFPITLAEVVLRPHSYPSKKTGLTLLAAASIAYISRILWLYFETGTWVYPVFAKLSLLGLAAFFSLSYVFIASIYLLGEKLNHWKWGDMRQPRKKRK. The pIC50 is 5.1. (2) The small molecule is CCn1cc2c(n1)C(=O)CC1(CCN(C(=O)c3cc(C)c4[nH]ncc4c3)CC1)O2. The target protein (P11497) has sequence MDEPSPLAKTLELNQHSRFIIGSVSEDNSEDEISNLVKLDLEEKEGSLSPASVSSDTLSDLGISALQDGLAFHMRSSMSGLHLVKQGRDRKKIDSQRDFTVASPAEFVTRFGGNKVIEKVLIANNGIAAVKCMRSIRRWSYEMFRNERAIRFVVMVTPEDLKANAEYIKMADHYVPVPGGANNNNYANVELILDIAKRIPVQAVWAGWGHASENPKLPELLLKNGIAFMGPPSQAMWALGDKIASSIVAQTAGIPTLPWSGSGLRVDWQENDFSKRILNVPQDLYEKGYVKDVDDGLKAAEEVGYPVMIKASEGGGGKGIRKVNNADDFPNLFRQVQAEVPGSPIFVMRLAKQSRHLEVQILADQYGNAISLFGRDCSVQRRHQKIIEEAPAAIATPAVFEHMEQCAVKLAKMVGYVSAGTVEYLYSQDGSFYFLELNPRLQVEHPCTEMVADVNLPAAQLQIAMGIPLFRIKDIRMMYGVSPWGDAPIDFENSAHVPCP.... The pIC50 is 7.2. (3) The compound is O=c1cc(-c2ccc(O)cc2)oc2cc(O)ccc12. The target protein (P00697) has sequence MKALLVLGFLLLSASVQAKIYERCQFARTLKRNGMSGYYGVSLADWVCLAQHESNYNTQARNYNPGDQSTDYGIFQINSRYWCNDGKTPRAKNACGIPCSALLQDDITQAIQCAKRVVRDPQGIRAWVAWQRHCKNRDLSGYIRNCGV. The pIC50 is 4.5.